Dataset: Full USPTO retrosynthesis dataset with 1.9M reactions from patents (1976-2016). Task: Predict the reactants needed to synthesize the given product. (1) The reactants are: [Br:1][C:2]1[CH:3]=[CH:4][C:5](O)=[C:6]([C:8]2[CH:17]=[CH:16][C:15]3[C:10](=[CH:11][CH:12]=[C:13]([C:18]4[N:22]([CH:23]5[CH2:28][CH2:27][CH2:26][CH2:25][CH2:24]5)[C:21]5[CH:29]=[CH:30][C:31]([C:33]([OH:35])=[O:34])=[CH:32][C:20]=5[N:19]=4)[CH:14]=3)[N:9]=2)[CH:7]=1.BrC1C=C(C(=O)C)C=CC=1.[OH-].[K+]. Given the product [Br:1][C:2]1[CH:7]=[C:6]([C:8]2[CH:17]=[CH:16][C:15]3[C:10](=[CH:11][CH:12]=[C:13]([C:18]4[N:22]([CH:23]5[CH2:24][CH2:25][CH2:26][CH2:27][CH2:28]5)[C:21]5[CH:29]=[CH:30][C:31]([C:33]([OH:35])=[O:34])=[CH:32][C:20]=5[N:19]=4)[CH:14]=3)[N:9]=2)[CH:5]=[CH:4][CH:3]=1, predict the reactants needed to synthesize it. (2) Given the product [CH:26]1([NH:29][C:30](=[O:47])[C:31]2[CH:36]=[CH:35][C:34]([CH3:37])=[C:33]([C:2]3[CH:10]=[C:9]4[C:5]([C:6]5([CH2:12][CH2:13][CH:14]([O:17][CH2:18][CH2:19][N:20]6[CH2:21][CH2:22][O:23][CH2:24][CH2:25]6)[CH2:15][CH2:16]5)[C:7](=[O:11])[NH:8]4)=[CH:4][CH:3]=3)[CH:32]=2)[CH2:27][CH2:28]1, predict the reactants needed to synthesize it. The reactants are: Br[C:2]1[CH:10]=[C:9]2[C:5]([C:6]3([CH2:16][CH2:15][CH:14]([O:17][CH2:18][CH2:19][N:20]4[CH2:25][CH2:24][O:23][CH2:22][CH2:21]4)[CH2:13][CH2:12]3)[C:7](=[O:11])[NH:8]2)=[CH:4][CH:3]=1.[CH:26]1([NH:29][C:30](=[O:47])[C:31]2[CH:36]=[CH:35][C:34]([CH3:37])=[C:33](B3OC(C)(C)C(C)(C)O3)[CH:32]=2)[CH2:28][CH2:27]1. (3) The reactants are: [Cl:1][C:2]1[CH:7]=[CH:6][C:5](B(O)O)=[CH:4][C:3]=1[CH3:11].[Cl:12][C:13]1[N:18]=[C:17](Cl)[N:16]=[C:15]([O:20][CH3:21])[N:14]=1.C(=O)([O-])[O-].[Na+].[Na+].O. Given the product [Cl:12][C:13]1[N:18]=[C:17]([C:5]2[CH:6]=[CH:7][C:2]([Cl:1])=[C:3]([CH3:11])[CH:4]=2)[N:16]=[C:15]([O:20][CH3:21])[N:14]=1, predict the reactants needed to synthesize it. (4) The reactants are: [F:1][C:2]1[CH:3]=[C:4]([CH:13]=[CH:14][CH:15]=1)[O:5][C:6]1[CH:11]=[CH:10][CH:9]=[CH:8][C:7]=1Br.[Li:16]C(C)(C)C.CCCCC. Given the product [F:1][C:2]1[CH:3]=[C:4]([CH:13]=[CH:14][CH:15]=1)[O:5][C:6]1[CH:11]=[CH:10][CH:9]=[CH:8][C:7]=1[Li:16], predict the reactants needed to synthesize it. (5) Given the product [CH2:62]([NH:64][C:28]([C:20]1[N:19]=[C:18]([NH:17][C:6]2[CH:7]=[C:8]([O:10][C:11]3[CH:16]=[CH:15][CH:14]=[CH:13][CH:12]=3)[CH:9]=[C:4]([N+:1]([O-:3])=[O:2])[CH:5]=2)[C:27]2[C:22](=[CH:23][CH:24]=[CH:25][CH:26]=2)[N:21]=1)=[O:29])[CH3:63], predict the reactants needed to synthesize it. The reactants are: [N+:1]([C:4]1[CH:5]=[C:6]([NH:17][C:18]2[C:27]3[C:22](=[CH:23][CH:24]=[CH:25][CH:26]=3)[N:21]=[C:20]([C:28](O)=[O:29])[N:19]=2)[CH:7]=[C:8]([O:10][C:11]2[CH:16]=[CH:15][CH:14]=[CH:13][CH:12]=2)[CH:9]=1)([O-:3])=[O:2].C(N(CC)CC)C.CN(C(ON1N=NC2C=CC=NC1=2)=[N+](C)C)C.F[P-](F)(F)(F)(F)F.[CH2:62]([NH2:64])[CH3:63].C1COCC1.